From a dataset of Reaction yield outcomes from USPTO patents with 853,638 reactions. Predict the reaction yield, written as a fraction of the theoretical maximum amount of product (1.0 means a 100% yield; for example, 0.34 means a 34% yield). The reactants are [CH:1]1([C:4]2[C:9]([C:10]3[CH:15]=[C:14]([O:16][CH3:17])[CH:13]=[CH:12][C:11]=3[F:18])=[CH:8][C:7]([CH2:19]O)=[CH:6][CH:5]=2)[CH2:3][CH2:2]1.S(Cl)([Cl:23])=O. The catalyst is C(Cl)Cl. The product is [Cl:23][CH2:19][C:7]1[CH:8]=[C:9]([C:10]2[CH:15]=[C:14]([O:16][CH3:17])[CH:13]=[CH:12][C:11]=2[F:18])[C:4]([CH:1]2[CH2:3][CH2:2]2)=[CH:5][CH:6]=1. The yield is 0.490.